Dataset: Catalyst prediction with 721,799 reactions and 888 catalyst types from USPTO. Task: Predict which catalyst facilitates the given reaction. (1) Reactant: [C:1]([C:6]1[S:10][C:9]([CH2:11][CH3:12])=[C:8]([CH:13]([NH:20][C:21]2[CH:30]=[CH:29][C:24]([C:25]([O:27]C)=[O:26])=[CH:23][CH:22]=2)[CH:14]2[CH2:19][CH2:18][CH2:17][CH2:16][CH2:15]2)[CH:7]=1)(=[O:5])[CH2:2][CH2:3][CH3:4].O1CCCC1.[OH-].[Na+]. Product: [C:1]([C:6]1[S:10][C:9]([CH2:11][CH3:12])=[C:8]([CH:13]([NH:20][C:21]2[CH:30]=[CH:29][C:24]([C:25]([OH:27])=[O:26])=[CH:23][CH:22]=2)[CH:14]2[CH2:19][CH2:18][CH2:17][CH2:16][CH2:15]2)[CH:7]=1)(=[O:5])[CH2:2][CH2:3][CH3:4]. The catalyst class is: 8. (2) Reactant: O.[F-].C([N+](C)(C)C)C1C=CC=CC=1.[C:14]1([C:20]2([N:45]([CH3:47])[CH3:46])[CH2:25][CH2:24][CH:23]([CH2:26][O:27][CH2:28][C:29]3[C:37]4[C:32](=[N:33][CH:34]=[CH:35][CH:36]=4)[NH:31][C:30]=3[Si](CC)(CC)CC)[CH2:22][CH2:21]2)[CH:19]=[CH:18][CH:17]=[CH:16][CH:15]=1. Product: [NH:31]1[C:32]2=[N:33][CH:34]=[CH:35][CH:36]=[C:37]2[C:29]([CH2:28][O:27][CH2:26][CH:23]2[CH2:24][CH2:25][C:20]([C:14]3[CH:19]=[CH:18][CH:17]=[CH:16][CH:15]=3)([N:45]([CH3:46])[CH3:47])[CH2:21][CH2:22]2)=[CH:30]1. The catalyst class is: 7. (3) Reactant: [C:1]([O:5][C:6]([N:8]1[CH2:12][CH:11](O)[CH2:10][C@H:9]1[C:14]1[S:15][C:16]([CH3:23])=[C:17]([C:19]([O:21][CH3:22])=[O:20])[CH:18]=1)=[O:7])([CH3:4])([CH3:3])[CH3:2].C(N(S(F)(F)[F:30])CC)C.C(=O)([O-])O.[Na+]. Product: [C:1]([O:5][C:6]([N:8]1[CH2:12][C@H:11]([F:30])[CH2:10][C@@H:9]1[C:14]1[S:15][C:16]([CH3:23])=[C:17]([C:19]([O:21][CH3:22])=[O:20])[CH:18]=1)=[O:7])([CH3:4])([CH3:3])[CH3:2]. The catalyst class is: 2. (4) Reactant: [CH2:1]([C:3]1[CH:13]=[CH:12][C:6]([C:7]([N:9]([CH3:11])[CH3:10])=[O:8])=[CH:5][C:4]=1[NH:14][C:15]1[N:20]=[CH:19][C:18]2[N:21]=[CH:22][N:23]([CH3:24])[C:17]=2[CH:16]=1)[CH3:2].[H-].[Na+].I[CH3:28]. Product: [CH2:1]([C:3]1[CH:13]=[CH:12][C:6]([C:7]([N:9]([CH3:11])[CH3:10])=[O:8])=[CH:5][C:4]=1[N:14]([CH3:28])[C:15]1[N:20]=[CH:19][C:18]2[N:21]=[CH:22][N:23]([CH3:24])[C:17]=2[CH:16]=1)[CH3:2]. The catalyst class is: 3. (5) Reactant: [OH:1][NH:2][C:3](=[NH:5])[CH3:4].[H-].[Na+].[Br:8][C:9]1[CH:10]=[C:11]([CH:16]=[CH:17][CH:18]=1)[C:12](OC)=O.O. Product: [Br:8][C:9]1[CH:10]=[C:11]([C:12]2[O:1][N:2]=[C:3]([CH3:4])[N:5]=2)[CH:16]=[CH:17][CH:18]=1. The catalyst class is: 1. (6) Reactant: [CH3:1][C:2]1([CH3:20])[C:6]([CH3:8])([CH3:7])[O:5][B:4]([C:9]2[C:18]3[C:13](=[CH:14][CH:15]=[CH:16][CH:17]=3)[CH:12]=[CH:11][C:10]=2[CH3:19])[O:3]1.[Br:21]N1C(=O)CCC1=O. Product: [Br:21][CH2:19][C:10]1[CH:11]=[CH:12][C:13]2[C:18](=[CH:17][CH:16]=[CH:15][CH:14]=2)[C:9]=1[B:4]1[O:3][C:2]([CH3:20])([CH3:1])[C:6]([CH3:7])([CH3:8])[O:5]1. The catalyst class is: 340. (7) Reactant: [Cl:1][C:2]1[C:3]([I:9])=[CH:4][C:5](F)=[N:6][CH:7]=1.[NH2:10][C@H:11]1[CH2:16][CH2:15][C@H:14]([CH2:17][NH:18][C:19](=[O:25])[O:20][C:21]([CH3:24])([CH3:23])[CH3:22])[CH2:13][CH2:12]1.CS(C)=O. Product: [C:21]([O:20][C:19](=[O:25])[NH:18][CH2:17][C@H:14]1[CH2:13][CH2:12][C@H:11]([NH:10][C:5]2[CH:4]=[C:3]([I:9])[C:2]([Cl:1])=[CH:7][N:6]=2)[CH2:16][CH2:15]1)([CH3:24])([CH3:22])[CH3:23]. The catalyst class is: 13.